Dataset: Full USPTO retrosynthesis dataset with 1.9M reactions from patents (1976-2016). Task: Predict the reactants needed to synthesize the given product. (1) The reactants are: [CH2:1]1[CH:6]([C:7]([OH:9])=[O:8])[CH2:5][C:3](=[O:4])[CH2:2]1.C(=O)([O-])[O-].[Cs+].[Cs+].[CH2:16](I)[CH3:17]. Given the product [CH2:16]([O:8][C:7]([CH:6]1[CH2:1][CH2:2][C:3](=[O:4])[CH2:5]1)=[O:9])[CH3:17], predict the reactants needed to synthesize it. (2) The reactants are: [CH:1]1[C:6]([NH:7]/[C:8](/[NH2:33])=[N:9]/[C:10]([NH2:32])=[N:11][CH2:12][CH2:13][CH2:14][CH2:15][CH2:16][CH2:17][N:18]=[C:19](/[N:21]=[C:22](\[NH:24][C:25]2[CH:30]=[CH:29][C:28]([Cl:31])=[CH:27][CH:26]=2)/[NH2:23])[NH2:20])=[CH:5][CH:4]=[C:3]([Cl:34])[CH:2]=1.[C:35]([OH:48])(=[O:47])[CH2:36][CH2:37][CH2:38][CH2:39][CH2:40][CH2:41][CH2:42][CH2:43][CH2:44][CH2:45][CH3:46]. Given the product [CH:26]1[C:25]([NH:24][C:22]([NH:21][C:19]([NH:18][CH2:17][CH2:16][CH2:15][CH2:14][CH2:13][CH2:12][NH:11][C:10]([NH:9][C:8]([NH:7][C:6]2[CH:1]=[CH:2][C:3]([Cl:34])=[CH:4][CH:5]=2)=[NH:33])=[NH:32])=[NH:20])=[NH:23])=[CH:30][CH:29]=[C:28]([Cl:31])[CH:27]=1.[C:35]([O-:48])(=[O:47])[CH2:36][CH2:37][CH2:38][CH2:39][CH2:40][CH2:41][CH2:42][CH2:43][CH2:44][CH2:45][CH3:46], predict the reactants needed to synthesize it.